Dataset: Experimentally validated miRNA-target interactions with 360,000+ pairs, plus equal number of negative samples. Task: Binary Classification. Given a miRNA mature sequence and a target amino acid sequence, predict their likelihood of interaction. The protein sequence of the target gene is MNVGVAHSEVNPNTRVMNSRGMWLTYALGVGLLHIVLLSIPFFSVPVAWTLTNIIHNLGMYVFLHAVKGTPFETPDQGKARLLTHWEQLDYGVQFTSSRKFFTISPIILYFLASFYTKYDPTHFILNTASLLSVLIPKMPQLHGVRIFGINKY. The miRNA is hsa-miR-4689 with sequence UUGAGGAGACAUGGUGGGGGCC. Result: 0 (no interaction).